This data is from Forward reaction prediction with 1.9M reactions from USPTO patents (1976-2016). The task is: Predict the product of the given reaction. (1) The product is: [O:65]=[C:56]1[C:55]([CH:52]2[CH2:53][CH2:54][N:49]([C:1]([O:2][C@H:3]([CH2:18][C:19]3[CH:27]=[C:26]([CH3:28])[C:25]4[C:21](=[CH:22][N:23]([CH2:29][O:30][CH2:31][CH2:32][Si:33]([CH3:35])([CH3:36])[CH3:34])[N:24]=4)[CH:20]=3)[C:4](=[O:17])[N:5]3[CH2:10][CH2:9][CH:8]([N:11]4[CH2:12][CH2:13][CH2:14][CH2:15][CH2:16]4)[CH2:7][CH2:6]3)=[O:37])[CH2:50][CH2:51]2)=[CH:64][C:63]2[C:58](=[CH:59][CH:60]=[CH:61][CH:62]=2)[NH:57]1. Given the reactants [C:1](=O)([O:37]C1C=CC([N+]([O-])=O)=CC=1)[O:2][C@H:3]([CH2:18][C:19]1[CH:27]=[C:26]([CH3:28])[C:25]2[C:21](=[CH:22][N:23]([CH2:29][O:30][CH2:31][CH2:32][Si:33]([CH3:36])([CH3:35])[CH3:34])[N:24]=2)[CH:20]=1)[C:4](=[O:17])[N:5]1[CH2:10][CH2:9][CH:8]([N:11]2[CH2:16][CH2:15][CH2:14][CH2:13][CH2:12]2)[CH2:7][CH2:6]1.Cl.[NH:49]1[CH2:54][CH2:53][CH:52]([C:55]2[C:56](=[O:65])[NH:57][C:58]3[C:63]([CH:64]=2)=[CH:62][CH:61]=[CH:60][CH:59]=3)[CH2:51][CH2:50]1.C(N(C(C)C)CC)(C)C, predict the reaction product. (2) Given the reactants [CH:1]([O:4][C:5]([N:7]1[CH2:12][CH2:11][CH:10]([OH:13])[CH2:9][CH2:8]1)=[O:6])([CH3:3])[CH3:2].[Br:14][C:15]1[CH:22]=[CH:21][C:18]([CH2:19]Br)=[CH:17][CH:16]=1, predict the reaction product. The product is: [CH:1]([O:4][C:5]([N:7]1[CH2:8][CH2:9][CH:10]([O:13][CH2:19][C:18]2[CH:21]=[CH:22][C:15]([Br:14])=[CH:16][CH:17]=2)[CH2:11][CH2:12]1)=[O:6])([CH3:3])[CH3:2].